Dataset: M1 muscarinic receptor agonist screen with 61,833 compounds. Task: Binary Classification. Given a drug SMILES string, predict its activity (active/inactive) in a high-throughput screening assay against a specified biological target. (1) The compound is S(c1nc(nc2n(c(=O)n(c(=O)c12)C)C)C)CC(=O)Nc1cc(ccc1)C. The result is 0 (inactive). (2) The drug is O=C(NCc1cc(OC)ccc1)C1CCN(CC1)C(=O)N(C)C. The result is 0 (inactive). (3) The molecule is Fc1c(C(N2CCC(CC2)C(=O)N)c2n(nnn2)CCC(C)C)cccc1. The result is 0 (inactive). (4) The molecule is S(c1n(c(nn1)C(C)C)CCC)CC(=O)Nc1c(CC)cccc1. The result is 0 (inactive). (5) The result is 0 (inactive). The drug is O=c1n2c(nc3n(Cc4cccnc4)c(=N)c(cc13)C(OCC)=O)c(ccc2)C. (6) The compound is P(=O)(N(CC)CC)(N(CC)CC)C(NC(OC)=O)C(F)(F)C(F)(F)C(F)(F)C(F)F. The result is 0 (inactive). (7) The molecule is S(=O)(=O)(N(c1ccc(C(C)C)cc1)CC(=O)Nc1sccn1)c1c(n(nc1C)C)C. The result is 0 (inactive). (8) The molecule is Fc1ccc(N2CCN(CC2)Cc2n(c3c(n2)n(c(=O)n(c3=O)C)C)CCOCC)cc1. The result is 0 (inactive).